Regression. Given two drug SMILES strings and cell line genomic features, predict the synergy score measuring deviation from expected non-interaction effect. From a dataset of NCI-60 drug combinations with 297,098 pairs across 59 cell lines. (1) Drug 1: C1CC(C1)(C(=O)O)C(=O)O.[NH2-].[NH2-].[Pt+2]. Drug 2: CC1=C(C(=CC=C1)Cl)NC(=O)C2=CN=C(S2)NC3=CC(=NC(=N3)C)N4CCN(CC4)CCO. Cell line: SN12C. Synergy scores: CSS=14.5, Synergy_ZIP=-1.02, Synergy_Bliss=-3.55, Synergy_Loewe=0.668, Synergy_HSA=0.563. (2) Drug 1: CC(C1=C(C=CC(=C1Cl)F)Cl)OC2=C(N=CC(=C2)C3=CN(N=C3)C4CCNCC4)N. Drug 2: C(CC(=O)O)C(=O)CN.Cl. Cell line: LOX IMVI. Synergy scores: CSS=3.86, Synergy_ZIP=-7.40, Synergy_Bliss=-13.4, Synergy_Loewe=-11.5, Synergy_HSA=-10.8.